From a dataset of Forward reaction prediction with 1.9M reactions from USPTO patents (1976-2016). Predict the product of the given reaction. (1) Given the reactants O1[CH:5]=[CH:4][CH:3]=[C:2]1[C:6]1[C:14]2[C:13]([NH:15][CH3:16])=[N:12][CH:11]=[N:10][C:9]=2[N:8]([C@@H:17]2[O:23][C@H:22]([CH2:24][OH:25])[C@@H:20]([OH:21])[C@H:18]2[OH:19])[CH:7]=1.I[C:27]1C2C(NC)=NC=NC=2N([C@@H]2O[C@H](CO)[C@@H](O)[C@H]2O)[CH:28]=1.C1(B(O)O)C=CC=CC=1, predict the reaction product. The product is: [CH3:16][NH:15][C:13]1[C:14]2[C:6]([C:2]3[CH:3]=[CH:4][CH:5]=[CH:28][CH:27]=3)=[CH:7][N:8]([C@@H:17]3[O:23][C@H:22]([CH2:24][OH:25])[C@@H:20]([OH:21])[C@H:18]3[OH:19])[C:9]=2[N:10]=[CH:11][N:12]=1. (2) Given the reactants [Cl:1][C:2]1[O:12][C:5]2=[C:6]([NH2:11])[N:7]=[CH:8][C:9](I)=[C:4]2[CH:3]=1.[Si:13]([O:20][C@H:21]1[CH2:26][CH2:25][C@H:24]([N:27]2[CH:31]=[C:30](B(O)O)[CH:29]=[N:28]2)[CH2:23][CH2:22]1)([C:16]([CH3:19])([CH3:18])[CH3:17])([CH3:15])[CH3:14].C(=O)([O-])[O-].[K+].[K+], predict the reaction product. The product is: [Si:13]([O:20][C@H:21]1[CH2:26][CH2:25][C@H:24]([N:27]2[CH:31]=[C:30]([C:9]3[CH:8]=[N:7][C:6]([NH2:11])=[C:5]4[O:12][C:2]([Cl:1])=[CH:3][C:4]=34)[CH:29]=[N:28]2)[CH2:23][CH2:22]1)([C:16]([CH3:19])([CH3:17])[CH3:18])([CH3:15])[CH3:14]. (3) Given the reactants [Cl:1][C:2]1[C:3](=[O:25])[N:4]([CH2:10][CH2:11][C:12]2[CH:24]=[CH:23][C:15]([C:16]([O:18][C:19]([CH3:22])([CH3:21])[CH3:20])=[O:17])=[CH:14][CH:13]=2)[C:5]([CH3:9])=[C:6]([Cl:8])[CH:7]=1.[Br:26]N1C(=O)CCC1=O.N(C(C)(C)C#N)=NC(C)(C)C#N.C(=O)(O)[O-].[Na+], predict the reaction product. The product is: [Br:26][CH2:9][C:5]1[N:4]([CH2:10][CH2:11][C:12]2[CH:24]=[CH:23][C:15]([C:16]([O:18][C:19]([CH3:21])([CH3:20])[CH3:22])=[O:17])=[CH:14][CH:13]=2)[C:3](=[O:25])[C:2]([Cl:1])=[CH:7][C:6]=1[Cl:8]. (4) Given the reactants [CH2:1]([O:8][C:9]1[CH:18]=[CH:17][C:12](/[C:13](/Cl)=[N:14]\[OH:15])=[CH:11][CH:10]=1)[C:2]1[CH:7]=[CH:6][CH:5]=[CH:4][CH:3]=1.CCN(CC)CC.[C:26]([O:30][CH2:31][CH3:32])(=[O:29])[C:27]#[CH:28], predict the reaction product. The product is: [CH2:1]([O:8][C:9]1[CH:18]=[CH:17][C:12]([C:13]2[CH:28]=[C:27]([C:26]([O:30][CH2:31][CH3:32])=[O:29])[O:15][N:14]=2)=[CH:11][CH:10]=1)[C:2]1[CH:7]=[CH:6][CH:5]=[CH:4][CH:3]=1.